This data is from Forward reaction prediction with 1.9M reactions from USPTO patents (1976-2016). The task is: Predict the product of the given reaction. (1) Given the reactants [CH3:1][C:2]1([CH3:19])[C:6]([CH3:8])([CH3:7])[O:5][B:4]([C:9]2[CH:10]=[C:11]3[C:15](=[CH:16][CH:17]=2)[NH:14][C:13](=[O:18])[CH2:12]3)[O:3]1.[CH2:20]([N:22]([CH2:37][CH3:38])[CH2:23][CH2:24][NH:25][C:26]([C:28]1[C:32]([CH3:33])=[C:31]([CH:34]=O)[NH:30][C:29]=1[CH3:36])=[O:27])[CH3:21].N1CCCCC1, predict the reaction product. The product is: [CH2:37]([N:22]([CH2:20][CH3:21])[CH2:23][CH2:24][NH:25][C:26]([C:28]1[C:32]([CH3:33])=[C:31](/[CH:34]=[C:12]2\[C:13](=[O:18])[NH:14][C:15]3[C:11]\2=[CH:10][C:9]([B:4]2[O:3][C:2]([CH3:19])([CH3:1])[C:6]([CH3:7])([CH3:8])[O:5]2)=[CH:17][CH:16]=3)[NH:30][C:29]=1[CH3:36])=[O:27])[CH3:38]. (2) Given the reactants Br[CH2:2][CH:3]([F:17])[CH2:4][CH2:5][N:6]1[CH:11]=[CH:10][C:9]([C:12]([O:14][CH3:15])=[O:13])=[CH:8][C:7]1=[O:16].[N-:18]=[N+:19]=[N-:20].[Na+], predict the reaction product. The product is: [N:18]([CH2:2][CH:3]([F:17])[CH2:4][CH2:5][N:6]1[CH:11]=[CH:10][C:9]([C:12]([O:14][CH3:15])=[O:13])=[CH:8][C:7]1=[O:16])=[N+:19]=[N-:20]. (3) Given the reactants I.[Cl:2][C:3]1[N:4]=[CH:5][N:6]([C:8]2[CH:13]=[CH:12][C:11]([NH:14][C:15](SC)=[NH:16])=[CH:10][C:9]=2[O:19][CH3:20])[CH:7]=1.[Cl:21][CH2:22][CH2:23][C:24](=C)[CH2:25][CH:26]([C:30]1[CH:35]=[CH:34][C:33](F)=[CH:32][CH:31]=1)[C:27](O)=O.CN1CC[O:42][CH2:41][CH2:40]1.C(N(CC)C(C)C)(C)C.[NH2:54][NH2:55], predict the reaction product. The product is: [Cl:21][CH2:22][CH2:23][CH2:24][CH2:25][CH:26]([C:27]1[NH:55][N:54]=[C:15]([NH:14][C:11]2[CH:12]=[CH:13][C:8]([N:6]3[CH:7]=[C:3]([Cl:2])[N:4]=[CH:5]3)=[C:9]([O:19][CH3:20])[CH:10]=2)[N:16]=1)[C:30]1[CH:31]=[CH:32][C:33]([O:42][CH2:41][CH3:40])=[CH:34][CH:35]=1. (4) Given the reactants [CH2:1]([O:8][C:9]1[CH:10]=[CH:11][C:12]([S:19][C:20]2[CH:25]=[CH:24][CH:23]=[C:22]([NH:26][CH2:27][C:28]3[CH:33]=[CH:32][CH:31]=[CH:30][C:29]=3[Cl:34])[C:21]=2[NH2:35])=[C:13]2[C:18]=1[N:17]=[CH:16][CH:15]=[CH:14]2)[C:2]1[CH:7]=[CH:6][CH:5]=[CH:4][CH:3]=1.[CH:36](O)=O, predict the reaction product. The product is: [CH2:1]([O:8][C:9]1[CH:10]=[CH:11][C:12]([S:19][C:20]2[C:21]3[N:35]=[CH:36][N:26]([CH2:27][C:28]4[CH:33]=[CH:32][CH:31]=[CH:30][C:29]=4[Cl:34])[C:22]=3[CH:23]=[CH:24][CH:25]=2)=[C:13]2[C:18]=1[N:17]=[CH:16][CH:15]=[CH:14]2)[C:2]1[CH:7]=[CH:6][CH:5]=[CH:4][CH:3]=1. (5) Given the reactants [NH2:1][C:2]1([CH2:20][CH2:21][OH:22])[C:15]2[CH:14]=[C:13]([O:16][CH3:17])[CH:12]=[C:11]([F:18])[C:10]=2[O:9][C:8]2[C:3]1=[CH:4][C:5]([Br:19])=[CH:6][CH:7]=2.[C:23]([N:31]=[C:32]=[S:33])(=[O:30])[C:24]1[CH:29]=[CH:28][CH:27]=[CH:26][CH:25]=1, predict the reaction product. The product is: [Br:19][C:5]1[CH:4]=[C:3]2[C:8]([O:9][C:10]3[C:11]([F:18])=[CH:12][C:13]([O:16][CH3:17])=[CH:14][C:15]=3[C:2]2([NH:1][C:32]([NH:31][C:23](=[O:30])[C:24]2[CH:25]=[CH:26][CH:27]=[CH:28][CH:29]=2)=[S:33])[CH2:20][CH2:21][OH:22])=[CH:7][CH:6]=1.